From a dataset of Forward reaction prediction with 1.9M reactions from USPTO patents (1976-2016). Predict the product of the given reaction. (1) Given the reactants [CH2:1]([N:4]([CH2:24][CH2:25][CH3:26])[C:5]1[CH:10]=[CH:9][N:8]=[C:7]([NH:11][C:12]([NH:14][C:15]2[C:20]([CH3:21])=[CH:19][C:18]([CH3:22])=[CH:17][C:16]=2[CH3:23])=[S:13])[CH:6]=1)[CH2:2][CH3:3].BrBr, predict the reaction product. The product is: [C:20]1([CH3:21])[CH:19]=[C:18]([CH3:22])[CH:17]=[C:16]([CH3:23])[C:15]=1[NH:14][C:12]1[S:13][C:6]2[C:7]([N:11]=1)=[N:8][CH:9]=[CH:10][C:5]=2[N:4]([CH2:1][CH2:2][CH3:3])[CH2:24][CH2:25][CH3:26]. (2) Given the reactants [C:1]([OH:9])(=[O:8])[C:2]1[CH:7]=[CH:6][CH:5]=[N:4][CH:3]=1.[I:10][CH2:11][C:12]([NH2:14])=[O:13], predict the reaction product. The product is: [I-:10].[C:12]([CH2:11][N+:4]1[CH:5]=[CH:6][CH:7]=[C:2]([C:1]([OH:9])=[O:8])[CH:3]=1)(=[O:13])[NH2:14]. (3) Given the reactants [H-].[Na+].[OH:3][CH2:4][C:5]1[CH:19]=[CH:18][C:8]([O:9][C:10]2[CH:11]=[C:12]([CH:15]=[CH:16][CH:17]=2)[C:13]#[N:14])=[C:7]([C:20]([F:23])([F:22])[F:21])[CH:6]=1.[C:24]([O:28][C:29]([N:31]1[C:39]2[N:34]([C:35](=[O:41])[N:36]=[C:37](Cl)[CH:38]=2)[CH2:33][CH2:32]1)=[O:30])([CH3:27])([CH3:26])[CH3:25], predict the reaction product. The product is: [C:13]([C:12]1[CH:11]=[C:10]([CH:17]=[CH:16][CH:15]=1)[O:9][C:8]1[CH:18]=[CH:19][C:5]([CH2:4][O:3][C:37]2[CH:38]=[C:39]3[N:31]([C:29]([O:28][C:24]([CH3:27])([CH3:26])[CH3:25])=[O:30])[CH2:32][CH2:33][N:34]3[C:35](=[O:41])[N:36]=2)=[CH:6][C:7]=1[C:20]([F:21])([F:22])[F:23])#[N:14].